Dataset: Catalyst prediction with 721,799 reactions and 888 catalyst types from USPTO. Task: Predict which catalyst facilitates the given reaction. (1) Reactant: Br[C:2]1[CH:11]=[C:10]2[C:5]([CH:6]=[CH:7][N:8]=[C:9]2[N:12]([CH2:16][CH2:17][CH3:18])[CH2:13][CH2:14][CH3:15])=[CH:4][CH:3]=1.[C:19]([Cu])#[N:20]. Product: [CH2:13]([N:12]([CH2:16][CH2:17][CH3:18])[C:9]1[C:10]2[C:5](=[CH:4][CH:3]=[C:2]([C:19]#[N:20])[CH:11]=2)[CH:6]=[CH:7][N:8]=1)[CH2:14][CH3:15]. The catalyst class is: 35. (2) Reactant: [N+:1]([C:4]1[CH:22]=[CH:21][C:7]([CH2:8][C:9]([CH3:20])([C:15]([O:17][CH2:18][CH3:19])=[O:16])[C:10]([O:12][CH2:13][CH3:14])=[O:11])=[CH:6][CH:5]=1)([O-])=O.O.C(OCC)(=O)C.C(N(CC)CC)C. Product: [NH2:1][C:4]1[CH:5]=[CH:6][C:7]([CH2:8][C:9]([CH3:20])([C:15]([O:17][CH2:18][CH3:19])=[O:16])[C:10]([O:12][CH2:13][CH3:14])=[O:11])=[CH:21][CH:22]=1. The catalyst class is: 14. (3) Reactant: [CH3:1][O:2][C:3](=[O:49])[CH2:4][C@H:5]([O:41][Si](C(C)(C)C)(C)C)[CH2:6][C:7](=[O:40])[CH:8]=[CH:9][C:10]1[N:11]([CH:37]([CH3:39])[CH3:38])[C:12]([C:28](=[O:36])[NH:29][C:30]2[CH:35]=[CH:34][CH:33]=[CH:32][CH:31]=2)=[C:13]([C:22]2[CH:27]=[CH:26][CH:25]=[CH:24][CH:23]=2)[C:14]=1[C:15]1[CH:20]=[CH:19][C:18]([F:21])=[CH:17][CH:16]=1.F. Product: [CH3:1][O:2][C:3](=[O:49])[CH2:4][C@H:5]([OH:41])[CH2:6][C:7](=[O:40])[CH:8]=[CH:9][C:10]1[N:11]([CH:37]([CH3:38])[CH3:39])[C:12]([C:28](=[O:36])[NH:29][C:30]2[CH:35]=[CH:34][CH:33]=[CH:32][CH:31]=2)=[C:13]([C:22]2[CH:27]=[CH:26][CH:25]=[CH:24][CH:23]=2)[C:14]=1[C:15]1[CH:20]=[CH:19][C:18]([F:21])=[CH:17][CH:16]=1. The catalyst class is: 10. (4) The catalyst class is: 16. Reactant: [NH:1]1[CH:5]=[C:4]([CH2:6][N:7]2[CH:11]=[C:10]([C:12]([OH:14])=O)[N:9]=[N:8]2)[N:3]=[N:2]1.[B-](F)(F)(F)F.CN(C(ON1N=NC2C1=CC=CC=2)=[N+](C)C)C.C(N(C(C)C)CC)(C)C.[CH2:46]1[C:54]2[C:49](=[CH:50][CH:51]=[CH:52][CH:53]=2)[CH2:48][CH:47]1[NH:55][C:56]1[N:57]=[CH:58][C:59]2[CH2:65][NH:64][CH2:63][CH2:62][C:60]=2[N:61]=1. Product: [CH2:46]1[C:54]2[C:49](=[CH:50][CH:51]=[CH:52][CH:53]=2)[CH2:48][CH:47]1[NH:55][C:56]1[N:57]=[CH:58][C:59]2[CH2:65][N:64]([C:12]([C:10]3[N:9]=[N:8][N:7]([CH2:6][C:4]4[N:3]=[N:2][NH:1][CH:5]=4)[CH:11]=3)=[O:14])[CH2:63][CH2:62][C:60]=2[N:61]=1.